This data is from Forward reaction prediction with 1.9M reactions from USPTO patents (1976-2016). The task is: Predict the product of the given reaction. (1) Given the reactants [C:1]([O:5][C:6](=[O:32])[C:7]1[CH:12]=[CH:11][C:10]([C:13](=O)[CH2:14][C@:15]([C:28]#[N:29])([C:20]2[CH:25]=[C:24]([Cl:26])[CH:23]=[C:22]([Cl:27])[CH:21]=2)[C:16]([F:19])([F:18])[F:17])=[CH:9][C:8]=1[CH3:31])([CH3:4])([CH3:3])[CH3:2], predict the reaction product. The product is: [C:1]([O:5][C:6](=[O:32])[C:7]1[CH:12]=[CH:11][C:10]([C:13]2[CH2:14][C@:15]([C:20]3[CH:25]=[C:24]([Cl:26])[CH:23]=[C:22]([Cl:27])[CH:21]=3)([C:16]([F:19])([F:18])[F:17])[CH2:28][N:29]=2)=[CH:9][C:8]=1[CH3:31])([CH3:4])([CH3:3])[CH3:2]. (2) Given the reactants [S:1]1[C:5]2[CH:6]=[CH:7][CH:8]=[CH:9][C:4]=2[C:3]([C:10](=[O:12])[CH3:11])=[CH:2]1.CC(C)[O-].[Na+].C(O)(=O)C, predict the reaction product. The product is: [S:1]1[C:5]2[CH:6]=[CH:7][CH:8]=[CH:9][C:4]=2[C:3]([C@@H:10]([OH:12])[CH3:11])=[CH:2]1. (3) The product is: [Cl:1][C:2]1[CH:3]=[C:4]([N:23]([CH2:34][CH3:35])[CH:24]2[CH2:29][CH2:28][N:27]([CH2:30][CH2:31][O:32][CH3:33])[CH2:26][CH2:25]2)[C:5]([CH3:22])=[C:6]([CH:21]=1)[C:7]([NH:9][CH2:10][C:11]1[C:12](=[O:19])[NH:13][N:14]([CH2:17][CH3:18])[C:15]=1[CH3:16])=[O:8]. Given the reactants [Cl:1][C:2]1[CH:3]=[C:4]([N:23]([CH2:34][CH3:35])[CH:24]2[CH2:29][CH2:28][N:27]([CH2:30][CH2:31][O:32][CH3:33])[CH2:26][CH2:25]2)[C:5]([CH3:22])=[C:6]([CH:21]=1)[C:7]([NH:9][CH2:10][C:11]1[C:12]([O:19]C)=[N:13][N:14]([CH2:17][CH3:18])[C:15]=1[CH3:16])=[O:8].C(=O)(O)[O-].[Na+], predict the reaction product. (4) The product is: [CH2:1]([O:3][C:4](=[O:19])[CH:5]=[CH:6][C:7]1[S:8][C:9]2[NH:18][C:13](=[O:14])[CH2:12][C:10]=2[CH:11]=1)[CH3:2]. Given the reactants [CH2:1]([O:3][C:4](=[O:19])[CH:5]=[CH:6][C:7]1[S:8][C:9]([NH2:18])=[C:10]([CH2:12][C:13](OCC)=[O:14])[CH:11]=1)[CH3:2].C[Al](C)C, predict the reaction product.